Dataset: Drug-target binding data from BindingDB using IC50 measurements. Task: Regression. Given a target protein amino acid sequence and a drug SMILES string, predict the binding affinity score between them. We predict pIC50 (pIC50 = -log10(IC50 in M); higher means more potent). Dataset: bindingdb_ic50. (1) The target protein (O14519) has sequence MSYKPNLAAHMPAAALNAAGSVHSPSTSMATSSQYRQLLSDYGPPSLGYTQGTGNSQVPQSKYAELLAIIEELGKEIRPTYAGSKSAMERLKRGIIHARGLVRECLAETERNARS. The small molecule is NC(=O)Nc1sc(-c2ccncc2)cc1C(=O)N[C@H]1CCCNC1. The pIC50 is 5.7. (2) The drug is Nc1cccc2c(=O)[nH]ccc12. The target protein (P18493) has sequence MAESSDKLYRVEYAKSGRASCKKCKESIPKDSIRMAFMVESPMFDGKIPHWYHLSCFWKVGFSIWHPDVEVEGFSELRWDDQQTIKKMAETGGRTDVSGKGQDGVGSKTEKTLIDFGAGYAKSNRSTCKSCMEKIDKGQVRLSKKVVYPDKPQLGMVDCWYHPKCFVQKREELGFRPEFSATHLMGFSVLTAEDQETLKKQLPAIKGERKRKGDEVDGIDEVTKKKSKKEKDKEIKLEKALKAQNDLIWNVKDELKKACSTNDLKELLIFNKQEVPSGESAILDRVADGMVFGALLPCEECSGQLVFKGDAYYCTGDVTAWTKCMVKTQTPNRKEWVTPKEFREISYFKKLKIKKQDRIFPPESSTPVGAAAPPSAASAPAAVHSGPPDKPLSNMKILTLGKLSQNKDEVKATIEKLGGKLTGTANKASLCISTKKEVDKLNKKMEEVKEANIRVVSEDFLQDISASTKSLQELLSTHLLSPWGAEVKVEPVEAVGPKGK.... The pIC50 is 6.6. (3) The compound is CCCc1c(OCCCCCOc2cc3c(cc2C(C)=O)CC[C@@H](C(=O)O)O3)ccc(C(C)=O)c1O. The target protein (Q2NNR5) has sequence MDETGNPTIPPASNNTCYDSIDDFRNQVYSTLYSMISVVGFFGNGFVLYVLVKTYHEKSAFQVYMINLAVADLLCVCTLPLRVAYYVHKGIWLFGDFLCRLSTYALYVNLYCSIFFMTAMSFFRCVAIVFPVQNISLVTQKKARLVCIAIWMFVILTSSPFLMANTYKDEKNNTKCFEPPQDNQAKNYVLILHYVSLFIGFIIPFITIIVCYTMIIFTLLKSSMKKNLSSRKRAIGMIIVVTAAFLVSFMPYHIQRTIHLHFLHNKTKPCDSILRMQKSVVITLSLAASNCCFDPLLYFFSGGNFRRRLSTIRKYSLSSMTYIPKKKTSLPQKGKDICKE. The pIC50 is 5.3. (4) The drug is Cc1cccc(N(C(=O)c2snc(C(N)=O)c2N)C(C(=O)NCC2CCCO2)c2ccc(N(C)C)cc2)c1C. The target protein (P03211) has sequence MSDEGPGTGPGNGLGEKGDTSGPEGSGGSGPQRRGGDNHGRGRGRGRGRGGGRPGAPGGSGSGPRHRDGVRRPQKRPSCIGCKGTHGGTGAGAGAGGAGAGGAGAGGGAGAGGGAGGAGGAGGAGAGGGAGAGGGAGGAGGAGAGGGAGAGGGAGGAGAGGGAGGAGGAGAGGGAGAGGGAGGAGAGGGAGGAGGAGAGGGAGAGGAGGAGGAGAGGAGAGGGAGGAGGAGAGGAGAGGAGAGGAGAGGAGGAGAGGAGGAGAGGAGGAGAGGGAGGAGAGGGAGGAGAGGAGGAGAGGAGGAGAGGAGGAGAGGGAGAGGAGAGGGGRGRGGSGGRGRGGSGGRGRGGSGGRRGRGRERARGGSRERARGRGRGRGEKRPRSPSSQSSSSGSPPRRPPPGRRPFFHPVGEADYFEYHQEGGPDGEPDVPPGAIEQGPADDPGEGPSTGPRGQGDGGRRKKGGWFGKHRGQGGSNPKFENIAEGLRALLARSHVERTTDE.... The pIC50 is 5.6. (5) The compound is CCC(CC)n1cc(-c2nc(-c3cnn(C4CN(C(=O)N(C)C)C4)c3)cn3nccc23)cn1. The target protein (P23458) has sequence MQYLNIKEDCNAMAFCAKMRSSKKTEVNLEAPEPGVEVIFYLSDREPLRLGSGEYTAEELCIRAAQACRISPLCHNLFALYDENTKLWYAPNRTITVDDKMSLRLHYRMRFYFTNWHGTNDNEQSVWRHSPKKQKNGYEKKKIPDATPLLDASSLEYLFAQGQYDLVKCLAPIRDPKTEQDGHDIENECLGMAVLAISHYAMMKKMQLPELPKDISYKRYIPETLNKSIRQRNLLTRMRINNVFKDFLKEFNNKTICDSSVSTHDLKVKYLATLETLTKHYGAEIFETSMLLISSENEMNWFHSNDGGNVLYYEVMVTGNLGIQWRHKPNVVSVEKEKNKLKRKKLENKHKKDEEKNKIREEWNNFSYFPEITHIVIKESVVSINKQDNKKMELKLSSHEEALSFVSLVDGYFRLTADAHHYLCTDVAPPLIVHNIQNGCHGPICTEYAINKLRQEGSEEGMYVLRWSCTDFDNILMTVTCFEKSEQVQGAQKQFKNFQI.... The pIC50 is 6.3. (6) The drug is CNC(=O)c1cccc(F)c1Nc1nc(Nc2ccc3c(c2)NC(=O)[C@H](NC(=O)OC)CC3(C)C)ncc1Cl. The target protein (P06213) has sequence MATGGRRGAAAAPLLVAVAALLLGAAGHLYPGEVCPGMDIRNNLTRLHELENCSVIEGHLQILLMFKTRPEDFRDLSFPKLIMITDYLLLFRVYGLESLKDLFPNLTVIRGSRLFFNYALVIFEMVHLKELGLYNLMNITRGSVRIEKNNELCYLATIDWSRILDSVEDNYIVLNKDDNEECGDICPGTAKGKTNCPATVINGQFVERCWTHSHCQKVCPTICKSHGCTAEGLCCHSECLGNCSQPDDPTKCVACRNFYLDGRCVETCPPPYYHFQDWRCVNFSFCQDLHHKCKNSRRQGCHQYVIHNNKCIPECPSGYTMNSSNLLCTPCLGPCPKVCHLLEGEKTIDSVTSAQELRGCTVINGSLIINIRGGNNLAAELEANLGLIEEISGYLKIRRSYALVSLSFFRKLRLIRGETLEIGNYSFYALDNQNLRQLWDWSKHNLTITQGKLFFHYNPKLCLSEIHKMEEVSGTKGRQERNDIALKTNGDQASCENELL.... The pIC50 is 6.6.